Task: Predict the reactants needed to synthesize the given product.. Dataset: Full USPTO retrosynthesis dataset with 1.9M reactions from patents (1976-2016) Given the product [Cl:7][C:8]1[CH:13]=[C:12]([C:14](=[NH:2])[NH2:15])[CH:11]=[CH:10][N:9]=1, predict the reactants needed to synthesize it. The reactants are: [Cl-].[NH4+:2].[Al](C)(C)C.[Cl:7][C:8]1[CH:13]=[C:12]([C:14]#[N:15])[CH:11]=[CH:10][N:9]=1.CO.